Regression. Given two drug SMILES strings and cell line genomic features, predict the synergy score measuring deviation from expected non-interaction effect. From a dataset of NCI-60 drug combinations with 297,098 pairs across 59 cell lines. (1) Drug 1: CNC(=O)C1=NC=CC(=C1)OC2=CC=C(C=C2)NC(=O)NC3=CC(=C(C=C3)Cl)C(F)(F)F. Drug 2: C1=CC=C(C(=C1)C(C2=CC=C(C=C2)Cl)C(Cl)Cl)Cl. Cell line: K-562. Synergy scores: CSS=0.221, Synergy_ZIP=14.8, Synergy_Bliss=18.3, Synergy_Loewe=6.73, Synergy_HSA=9.50. (2) Drug 1: CN(CCCl)CCCl.Cl. Drug 2: CS(=O)(=O)OCCCCOS(=O)(=O)C. Cell line: NCI/ADR-RES. Synergy scores: CSS=1.80, Synergy_ZIP=-0.603, Synergy_Bliss=4.33, Synergy_Loewe=-5.54, Synergy_HSA=1.42.